Regression. Given two drug SMILES strings and cell line genomic features, predict the synergy score measuring deviation from expected non-interaction effect. From a dataset of NCI-60 drug combinations with 297,098 pairs across 59 cell lines. (1) Drug 2: CNC(=O)C1=NC=CC(=C1)OC2=CC=C(C=C2)NC(=O)NC3=CC(=C(C=C3)Cl)C(F)(F)F. Cell line: SF-295. Drug 1: C1=CC=C(C=C1)NC(=O)CCCCCCC(=O)NO. Synergy scores: CSS=12.0, Synergy_ZIP=-6.08, Synergy_Bliss=-6.38, Synergy_Loewe=-15.9, Synergy_HSA=-5.79. (2) Drug 1: CCCS(=O)(=O)NC1=C(C(=C(C=C1)F)C(=O)C2=CNC3=C2C=C(C=N3)C4=CC=C(C=C4)Cl)F. Drug 2: C1=NC2=C(N=C(N=C2N1C3C(C(C(O3)CO)O)F)Cl)N. Cell line: SK-OV-3. Synergy scores: CSS=7.01, Synergy_ZIP=-1.95, Synergy_Bliss=-4.16, Synergy_Loewe=-30.4, Synergy_HSA=-5.04. (3) Drug 1: C1=CC(=CC=C1CC(C(=O)O)N)N(CCCl)CCCl.Cl. Drug 2: CCC1(CC2CC(C3=C(CCN(C2)C1)C4=CC=CC=C4N3)(C5=C(C=C6C(=C5)C78CCN9C7C(C=CC9)(C(C(C8N6C)(C(=O)OC)O)OC(=O)C)CC)OC)C(=O)OC)O.OS(=O)(=O)O. Cell line: A498. Synergy scores: CSS=7.24, Synergy_ZIP=-6.75, Synergy_Bliss=-10.9, Synergy_Loewe=-43.7, Synergy_HSA=-13.0. (4) Drug 1: C1=CC(=C(C=C1I)F)NC2=C(C=CC(=C2F)F)C(=O)NOCC(CO)O. Drug 2: CC1CC(C(C(C=C(C(C(C=CC=C(C(=O)NC2=CC(=O)C(=C(C1)C2=O)OC)C)OC)OC(=O)N)C)C)O)OC. Cell line: NCI-H460. Synergy scores: CSS=49.2, Synergy_ZIP=-2.17, Synergy_Bliss=-1.79, Synergy_Loewe=-0.607, Synergy_HSA=0.576. (5) Drug 1: CC1OCC2C(O1)C(C(C(O2)OC3C4COC(=O)C4C(C5=CC6=C(C=C35)OCO6)C7=CC(=C(C(=C7)OC)O)OC)O)O. Drug 2: CC1=CC=C(C=C1)C2=CC(=NN2C3=CC=C(C=C3)S(=O)(=O)N)C(F)(F)F. Cell line: SK-MEL-5. Synergy scores: CSS=10.6, Synergy_ZIP=-8.10, Synergy_Bliss=-0.758, Synergy_Loewe=-11.8, Synergy_HSA=-2.82. (6) Drug 1: CC1=C2C(C(=O)C3(C(CC4C(C3C(C(C2(C)C)(CC1OC(=O)C(C(C5=CC=CC=C5)NC(=O)OC(C)(C)C)O)O)OC(=O)C6=CC=CC=C6)(CO4)OC(=O)C)O)C)O. Drug 2: CC1=C(N=C(N=C1N)C(CC(=O)N)NCC(C(=O)N)N)C(=O)NC(C(C2=CN=CN2)OC3C(C(C(C(O3)CO)O)O)OC4C(C(C(C(O4)CO)O)OC(=O)N)O)C(=O)NC(C)C(C(C)C(=O)NC(C(C)O)C(=O)NCCC5=NC(=CS5)C6=NC(=CS6)C(=O)NCCC[S+](C)C)O. Cell line: SF-539. Synergy scores: CSS=47.3, Synergy_ZIP=2.42, Synergy_Bliss=4.23, Synergy_Loewe=4.94, Synergy_HSA=7.57.